This data is from Forward reaction prediction with 1.9M reactions from USPTO patents (1976-2016). The task is: Predict the product of the given reaction. Given the reactants [C:1]([O:5][C:6]([NH:8][CH2:9][CH2:10][CH2:11][C@@H:12]([CH2:16][C:17]1[N:18]=[CH:19][N:20]2[C:29]3[C:24](=[CH:25][CH:26]=[CH:27][CH:28]=3)[CH2:23][CH2:22][C:21]=12)[C:13]([OH:15])=[O:14])=[O:7])([CH3:4])([CH3:3])[CH3:2].[CH2:30](O)[CH2:31][CH2:32][CH2:33][CH2:34][CH2:35][CH3:36].Cl.CN(C)CCCN=C=NCC.C(=O)([O-])O.[Na+], predict the reaction product. The product is: [C:1]([O:5][C:6]([NH:8][CH2:9][CH2:10][CH2:11][C@@H:12]([CH2:16][C:17]1[N:18]=[CH:19][N:20]2[C:29]3[C:24](=[CH:25][CH:26]=[CH:27][CH:28]=3)[CH2:23][CH2:22][C:21]=12)[C:13]([O:15][CH2:30][CH2:31][CH2:32][CH2:33][CH2:34][CH2:35][CH3:36])=[O:14])=[O:7])([CH3:4])([CH3:2])[CH3:3].